Dataset: Catalyst prediction with 721,799 reactions and 888 catalyst types from USPTO. Task: Predict which catalyst facilitates the given reaction. (1) Product: [CH3:1][N:2]([CH2:7][C:8]1[N:9]=[C:10]2[CH:15]=[CH:14][CH:13]=[CH:12][N:11]2[C:16]=1[C:17]#[C:18][C:19]1[CH:24]=[CH:23][CH:22]=[C:21]([C:25]([F:26])([F:27])[F:28])[CH:20]=1)[CH2:3][C:4]([OH:6])=[O:5]. The catalyst class is: 132. Reactant: [CH3:1][N:2]([CH2:7][C:8]1[N:9]=[C:10]2[CH:15]=[CH:14][CH:13]=[CH:12][N:11]2[C:16]=1[C:17]#[C:18][C:19]1[CH:24]=[CH:23][CH:22]=[C:21]([C:25]([F:28])([F:27])[F:26])[CH:20]=1)[CH2:3][C:4]([O-:6])=[O:5].CO.[OH-].[Na+].C(O)(=O)C. (2) Reactant: NOS(O)(=O)=O.CC(C)([O-])C.[K+].[CH2:13]([O:20][C:21]1[CH:22]=[C:23]2[C:27](=[CH:28][CH:29]=1)[NH:26][CH:25]=[CH:24]2)[C:14]1[CH:19]=[CH:18][CH:17]=[CH:16][CH:15]=1.CC(C)([O-])C.[K+].C[N:37]1CCCC1=O.NOS(O)(=O)=O.CN1CCCC1=O. Product: [CH2:13]([O:20][C:21]1[CH:22]=[C:23]2[C:27](=[CH:28][CH:29]=1)[N:26]([NH2:37])[CH:25]=[CH:24]2)[C:14]1[CH:15]=[CH:16][CH:17]=[CH:18][CH:19]=1. The catalyst class is: 60.